Dataset: Reaction yield outcomes from USPTO patents with 853,638 reactions. Task: Predict the reaction yield, written as a fraction of the theoretical maximum amount of product (1.0 means a 100% yield; for example, 0.34 means a 34% yield). The yield is 0.753. The reactants are [CH3:1][O:2][C:3]1[CH:4]=[C:5]([C:9]([CH3:19])([CH3:18])[CH2:10][CH:11]([OH:17])[C:12]([O:14][CH2:15][CH3:16])=[O:13])[CH:6]=[CH:7][CH:8]=1.CS(C)=O.C(N(CC)CC)C. The catalyst is ClCCl. The product is [CH2:15]([O:14][C:12](=[O:13])[C:11](=[O:17])[CH2:10][C:9]([C:5]1[CH:6]=[CH:7][CH:8]=[C:3]([O:2][CH3:1])[CH:4]=1)([CH3:19])[CH3:18])[CH3:16].